This data is from Reaction yield outcomes from USPTO patents with 853,638 reactions. The task is: Predict the reaction yield, written as a fraction of the theoretical maximum amount of product (1.0 means a 100% yield; for example, 0.34 means a 34% yield). (1) The reactants are N[C:2]1[CH:7]=[CH:6][C:5]([CH:8]([CH3:14])[C:9]([O:11][CH2:12][CH3:13])=[O:10])=[CH:4][C:3]=1[CH3:15].CC1C=CC(S(O)(=O)=O)=CC=1.O.N([O-])=O.[Na+].[I-:32].[K+].[OH-].[Na+]. The catalyst is C(#N)C.O.C(OCC)(=O)C. The product is [I:32][C:2]1[CH:7]=[CH:6][C:5]([CH:8]([CH3:14])[C:9]([O:11][CH2:12][CH3:13])=[O:10])=[CH:4][C:3]=1[CH3:15]. The yield is 0.840. (2) The reactants are [CH:1]1([CH2:4][N:5]2[C:9]3[CH:10]=[CH:11][C:12]([N:14]4[CH:19]=[C:18]([C:20]([O:22][CH2:23][CH3:24])=[O:21])[C:17](=[O:25])[NH:16][C:15]4=[O:26])=[CH:13][C:8]=3[N:7]=[CH:6]2)[CH2:3][CH2:2]1.C(=O)([O-])[O-].[K+].[K+].[I-].[K+].Br[CH2:36][C:37]1[CH:42]=[CH:41][CH:40]=[C:39]([Cl:43])[C:38]=1[C:44]([F:47])([F:46])[F:45]. The catalyst is CN(C=O)C.O. The product is [Cl:43][C:39]1[C:38]([C:44]([F:45])([F:46])[F:47])=[C:37]([CH:42]=[CH:41][CH:40]=1)[CH2:36][N:16]1[C:17](=[O:25])[C:18]([C:20]([O:22][CH2:23][CH3:24])=[O:21])=[CH:19][N:14]([C:12]2[CH:11]=[CH:10][C:9]3[N:5]([CH2:4][CH:1]4[CH2:3][CH2:2]4)[CH:6]=[N:7][C:8]=3[CH:13]=2)[C:15]1=[O:26]. The yield is 0.610. (3) The reactants are [NH2:1][C:2]1[N:7]=[CH:6][C:5]([N:8]([CH3:28])[C:9](=[O:27])[C:10]([C:13]2[CH:18]=[C:17]([C:19]([F:22])([F:21])[F:20])[CH:16]=[C:15]([C:23]([F:26])([F:25])[F:24])[CH:14]=2)([CH3:12])[CH3:11])=[C:4]([C:29]2[CH:34]=[CH:33][CH:32]=[CH:31][C:30]=2[CH3:35])[CH:3]=1.N1C=CC=CC=1.[CH:42]1([C:45](Cl)=[O:46])[CH2:44][CH2:43]1. The catalyst is ClCCl. The product is [F:22][C:19]([F:20])([F:21])[C:17]1[CH:18]=[C:13]([C:10]([CH3:12])([CH3:11])[C:9]([N:8]([CH3:28])[C:5]2[C:4]([C:29]3[CH:34]=[CH:33][CH:32]=[CH:31][C:30]=3[CH3:35])=[CH:3][C:2]([NH:1][C:45]([CH:42]3[CH2:44][CH2:43]3)=[O:46])=[N:7][CH:6]=2)=[O:27])[CH:14]=[C:15]([C:23]([F:26])([F:24])[F:25])[CH:16]=1. The yield is 0.540. (4) The reactants are [N:1]([CH:4]1[CH2:9][CH2:8][N:7]([C:10]([O:12][CH2:13][C:14]2[CH:19]=[CH:18][CH:17]=[CH:16][CH:15]=2)=[O:11])[CH2:6][CH:5]1[OH:20])=[N+:2]=[N-:3].[CH3:21][S:22](Cl)(=[O:24])=[O:23]. The catalyst is C(Cl)Cl. The product is [N:1]([CH:4]1[CH2:9][CH2:8][N:7]([C:10]([O:12][CH2:13][C:14]2[CH:15]=[CH:16][CH:17]=[CH:18][CH:19]=2)=[O:11])[CH2:6][CH:5]1[O:20][S:22]([CH3:21])(=[O:24])=[O:23])=[N+:2]=[N-:3]. The yield is 1.00. (5) The reactants are [CH:1]([N:4]1[CH2:9][CH2:8][N:7]([C:10]2[CH:15]=[N:14][C:13]([C:16]3[CH:21]=[CH:20][C:19]([OH:22])=[CH:18][CH:17]=3)=[CH:12][N:11]=2)[CH2:6][CH2:5]1)([CH3:3])[CH3:2].[H-].[Na+].[Cl:25][CH2:26][C:27]([N:29]([CH3:31])[CH3:30])=[O:28].[ClH:32]. The catalyst is CN(C=O)C.C(OCC)C. The product is [ClH:25].[ClH:32].[CH:1]([N:4]1[CH2:5][CH2:6][N:7]([C:10]2[CH:15]=[N:14][C:13]([C:16]3[CH:21]=[CH:20][C:19]([O:22][CH2:26][C:27]([N:29]([CH3:31])[CH3:30])=[O:28])=[CH:18][CH:17]=3)=[CH:12][N:11]=2)[CH2:8][CH2:9]1)([CH3:3])[CH3:2]. The yield is 0.410. (6) The reactants are O=[CH:2][C:3]([C:19]1[CH:24]=[CH:23][CH:22]=[CH:21][CH:20]=1)([C:13]1[CH:18]=[CH:17][CH:16]=[CH:15][CH:14]=1)[CH2:4][NH:5][C:6](=[O:12])[O:7][C:8]([CH3:11])([CH3:10])[CH3:9].[CH2:25]([NH2:30])[C:26]([CH3:29])([CH3:28])[CH3:27].C(O[BH-](OC(=O)C)OC(=O)C)(=O)C.[Na+].[BH4-].[Na+].Cl. The catalyst is CN(C=O)C.COC(OC)OC.C(O)(=O)C.CO. The product is [CH2:25]([NH:30][CH2:2][C:3]([C:19]1[CH:24]=[CH:23][CH:22]=[CH:21][CH:20]=1)([C:13]1[CH:18]=[CH:17][CH:16]=[CH:15][CH:14]=1)[CH2:4][NH:5][C:6](=[O:12])[O:7][C:8]([CH3:11])([CH3:10])[CH3:9])[C:26]([CH3:29])([CH3:28])[CH3:27]. The yield is 0.450.